This data is from Full USPTO retrosynthesis dataset with 1.9M reactions from patents (1976-2016). The task is: Predict the reactants needed to synthesize the given product. (1) Given the product [Cl:23][C:4]1[C:3]2[C:2]([CH3:1])=[CH:12][CH:11]=[CH:10][C:9]=2[S:19][C:5]=1[C:6]([OH:8])=[O:7], predict the reactants needed to synthesize it. The reactants are: [CH3:1][C:2]1[CH:12]=[CH:11][CH:10]=[CH:9][C:3]=1[CH2:4][CH2:5][C:6]([OH:8])=[O:7].N1C=CC=CC=1.[S:19](Cl)(Cl)=O.[ClH:23]. (2) Given the product [CH3:19][O:18][C:5]1[CH:4]=[CH:3][C:2]([NH:1][C:31]([C:29]2[O:30][C:26]([C:20]3[CH:21]=[CH:22][CH:23]=[CH:24][CH:25]=3)=[CH:27][N:28]=2)=[O:32])=[CH:7][C:6]=1[NH:8][C:9](=[O:17])[CH2:10][N:11]1[CH2:16][CH2:15][O:14][CH2:13][CH2:12]1, predict the reactants needed to synthesize it. The reactants are: [NH2:1][C:2]1[CH:3]=[CH:4][C:5]([O:18][CH3:19])=[C:6]([NH:8][C:9](=[O:17])[CH2:10][N:11]2[CH2:16][CH2:15][O:14][CH2:13][CH2:12]2)[CH:7]=1.[C:20]1([C:26]2[O:30][C:29]([C:31](O)=[O:32])=[N:28][CH:27]=2)[CH:25]=[CH:24][CH:23]=[CH:22][CH:21]=1.C(N(C(C)C)CC)(C)C. (3) The reactants are: Cl[C:2]1[CH:3]=[CH:4][C:5]2[N:6]([C:8]([C:11]3[CH:16]=[CH:15][N:14]=[CH:13][CH:12]=3)=[CH:9][N:10]=2)[N:7]=1.[CH3:17][NH2:18].Cl.CN.C([O-])(O)=O.[Na+]. Given the product [CH3:17][NH:18][C:2]1[CH:3]=[CH:4][C:5]2[N:6]([C:8]([C:11]3[CH:16]=[CH:15][N:14]=[CH:13][CH:12]=3)=[CH:9][N:10]=2)[N:7]=1, predict the reactants needed to synthesize it. (4) Given the product [Br:22][C:12]1[C:13](=[O:15])[N:3]2[CH:4]=[CH:5][CH:6]=[CH:7][C:2]2=[N:1][C:8]=1[CH2:9][CH3:10], predict the reactants needed to synthesize it. The reactants are: [NH2:1][C:2]1[CH:7]=[CH:6][CH:5]=[CH:4][N:3]=1.[C:8]([CH2:12][C:13]([O:15]CC)=O)(=O)[CH2:9][CH3:10].CC(O)=O.[Br:22]Br.